Task: Predict which catalyst facilitates the given reaction.. Dataset: Catalyst prediction with 721,799 reactions and 888 catalyst types from USPTO (1) Reactant: [C:1]1([C:7](=[N:14][CH2:15][C:16]([O:18][CH2:19][CH3:20])=[O:17])[C:8]2[CH:13]=[CH:12][CH:11]=[CH:10][CH:9]=2)[CH:6]=[CH:5][CH:4]=[CH:3][CH:2]=1.Br[CH2:22][CH:23]=[CH:24][C:25]([O:27][CH3:28])=[O:26].[Br-].[Li+].C(N(CC)CC)C.[Cl-].[NH4+]. Product: [C:1]1([C:7](=[N:14][CH:15]([CH:23]2[CH2:22][CH:24]2[C:25]([O:27][CH3:28])=[O:26])[C:16]([O:18][CH2:19][CH3:20])=[O:17])[C:8]2[CH:9]=[CH:10][CH:11]=[CH:12][CH:13]=2)[CH:2]=[CH:3][CH:4]=[CH:5][CH:6]=1. The catalyst class is: 1. (2) Reactant: Br[C:2]1[C:3]([O:32][CH3:33])=[CH:4][C:5]2[CH2:6][CH2:7][N:8]3[C:14]4[C:15](=[O:26])[N:16]([C:22]([CH3:25])([CH3:24])[CH3:23])[CH2:17][CH2:18][CH2:19][O:20][CH2:21][C:13]=4[C:12]([C:27]4[S:28][CH:29]=[CH:30][CH:31]=4)=[C:9]3[C:10]=2[CH:11]=1.C([Sn](CCCC)(CCCC)[C:39]1[CH:44]=[N:43][CH:42]=[CH:41][N:40]=1)CCC.C(OCC)C. Product: [C:22]([N:16]1[C:15](=[O:26])[C:14]2[N:8]3[CH2:7][CH2:6][C:5]4[CH:4]=[C:3]([O:32][CH3:33])[C:2]([C:39]5[CH:44]=[N:43][CH:42]=[CH:41][N:40]=5)=[CH:11][C:10]=4[C:9]3=[C:12]([C:27]3[S:28][CH:29]=[CH:30][CH:31]=3)[C:13]=2[CH2:21][O:20][CH2:19][CH2:18][CH2:17]1)([CH3:25])([CH3:23])[CH3:24]. The catalyst class is: 109.